From a dataset of Forward reaction prediction with 1.9M reactions from USPTO patents (1976-2016). Predict the product of the given reaction. (1) Given the reactants Br[C:2]1[CH:11]=[CH:10][C:5]2[C:6]([CH3:9])=[N:7][O:8][C:4]=2[CH:3]=1.[CH3:12][C:13]1[CH:18]=[CH:17][C:16]([NH:19][C:20]([C:22]2[CH:26]=[CH:25][S:24][CH:23]=2)=[O:21])=[CH:15][C:14]=1B1OC(C)(C)C(C)(C)O1, predict the reaction product. The product is: [CH3:12][C:13]1[CH:14]=[CH:15][C:16]([NH:19][C:20]([C:22]2[CH:26]=[CH:25][S:24][CH:23]=2)=[O:21])=[CH:17][C:18]=1[C:2]1[CH:11]=[CH:10][C:5]2[C:6]([CH3:9])=[N:7][O:8][C:4]=2[CH:3]=1. (2) Given the reactants [CH3:1][C:2]1[NH:3][C:4]2[CH:10]=[CH:9][CH:8]=[CH:7][C:5]=2[N:6]=1.Cl[C:12]1[N:20]=[C:19]2[C:15]([N:16]=[C:17]([CH2:22][N:23]3[CH2:33][CH2:32][C:26]4([C:30](=[O:31])[NH:29][CH2:28][CH2:27]4)[CH2:25][CH2:24]3)[N:18]2[CH3:21])=[C:14]([N:34]2[CH2:39][CH2:38][O:37][CH2:36][CH2:35]2)[N:13]=1, predict the reaction product. The product is: [CH3:21][N:18]1[C:17]([CH2:22][N:23]2[CH2:24][CH2:25][C:26]3([C:30](=[O:31])[NH:29][CH2:28][CH2:27]3)[CH2:32][CH2:33]2)=[N:16][C:15]2[C:19]1=[N:20][C:12]([N:3]1[C:4]3[CH:10]=[CH:9][CH:8]=[CH:7][C:5]=3[N:6]=[C:2]1[CH3:1])=[N:13][C:14]=2[N:34]1[CH2:35][CH2:36][O:37][CH2:38][CH2:39]1. (3) Given the reactants [Cl:1][C:2]1[C:3]2[N:4]([CH:27]=[N:28][CH:29]=2)[C:5]([N:14]2[CH2:19][CH2:18][N:17]([C:20]([O:22][C:23]([CH3:26])([CH3:25])[CH3:24])=[O:21])[CH2:16][CH2:15]2)=[C:6]([C:8](N(OC)C)=[O:9])[CH:7]=1.[CH3:30][Mg]Cl.Cl.O.C([O-])(O)=O.[Na+], predict the reaction product. The product is: [C:8]([C:6]1[CH:7]=[C:2]([Cl:1])[C:3]2[N:4]([CH:27]=[N:28][CH:29]=2)[C:5]=1[N:14]1[CH2:19][CH2:18][N:17]([C:20]([O:22][C:23]([CH3:25])([CH3:26])[CH3:24])=[O:21])[CH2:16][CH2:15]1)(=[O:9])[CH3:30].